The task is: Predict the reactants needed to synthesize the given product.. This data is from Full USPTO retrosynthesis dataset with 1.9M reactions from patents (1976-2016). Given the product [Cl:1][C:2]1[N:3]=[CH:4][C:5]([C:8]([OH:10])=[O:9])=[N:6][CH:7]=1, predict the reactants needed to synthesize it. The reactants are: [Cl:1][C:2]1[N:3]=[CH:4][C:5]([C:8]([O:10]C)=[O:9])=[N:6][CH:7]=1.O.[OH-].[Li+].Cl.